From a dataset of TCR-epitope binding with 47,182 pairs between 192 epitopes and 23,139 TCRs. Binary Classification. Given a T-cell receptor sequence (or CDR3 region) and an epitope sequence, predict whether binding occurs between them. (1) The epitope is VSFIEFVGW. The TCR CDR3 sequence is CASSSSGTAYGYTF. Result: 0 (the TCR does not bind to the epitope). (2) The epitope is AVFDRKSDAK. The TCR CDR3 sequence is CASSLDRDSSNEKLFF. Result: 1 (the TCR binds to the epitope). (3) The epitope is KMKDLSPRW. The TCR CDR3 sequence is CASSLLAGTDTQYF. Result: 0 (the TCR does not bind to the epitope). (4) The epitope is FLNGSCGSV. The TCR CDR3 sequence is CASSPTGPYEQYF. Result: 1 (the TCR binds to the epitope). (5) The epitope is IVDTVSALV. The TCR CDR3 sequence is CASSDPGGFADTQYF. Result: 0 (the TCR does not bind to the epitope). (6) The epitope is GILGFVFTL. The TCR CDR3 sequence is CATSTPNTEAFF. Result: 1 (the TCR binds to the epitope). (7) The epitope is WICLLQFAY. The TCR CDR3 sequence is CASSSLDSGPYEQYF. Result: 1 (the TCR binds to the epitope).